From a dataset of Full USPTO retrosynthesis dataset with 1.9M reactions from patents (1976-2016). Predict the reactants needed to synthesize the given product. Given the product [C:1]([O:5][C:6]([N:8]1[CH2:14][CH2:13][CH2:12][N:11]([C:19]2[O:20][C:16]([CH3:15])=[N:17][N:18]=2)[CH2:10][CH2:9]1)=[O:7])([CH3:4])([CH3:2])[CH3:3], predict the reactants needed to synthesize it. The reactants are: [C:1]([O:5][C:6]([N:8]1[CH2:14][CH2:13][CH2:12][NH:11][CH2:10][CH2:9]1)=[O:7])([CH3:4])([CH3:3])[CH3:2].[CH3:15][C:16]1[O:20][C:19](=O)[NH:18][N:17]=1.CCN(C(C)C)C(C)C.F[P-](F)(F)(F)(F)F.CN([PH+](N(C)C)N(C)C)C.